Task: Predict the product of the given reaction.. Dataset: Forward reaction prediction with 1.9M reactions from USPTO patents (1976-2016) (1) Given the reactants [F:1][C:2]1[CH:3]=[C:4]([CH2:26][CH2:27][NH2:28])[CH:5]=[CH:6][C:7]=1[C:8]1[S:9][C:10]2[C:15]([N:16]=1)=[CH:14][CH:13]=[C:12]([C:17]1([C:20]3[CH:25]=[CH:24][CH:23]=[CH:22][CH:21]=3)[CH2:19][CH2:18]1)[N:11]=2.[C:29](Cl)(=[O:31])[CH3:30], predict the reaction product. The product is: [F:1][C:2]1[CH:3]=[C:4]([CH2:26][CH2:27][NH:28][C:29](=[O:31])[CH3:30])[CH:5]=[CH:6][C:7]=1[C:8]1[S:9][C:10]2[C:15]([N:16]=1)=[CH:14][CH:13]=[C:12]([C:17]1([C:20]3[CH:21]=[CH:22][CH:23]=[CH:24][CH:25]=3)[CH2:18][CH2:19]1)[N:11]=2. (2) Given the reactants [F:1][C:2]1[CH:7]=[C:6]([C:8]([F:11])([F:10])[F:9])[CH:5]=[CH:4][C:3]=1[OH:12].[Br:13]Br.S([O-])([O-])(=O)=S.[Na+].[Na+], predict the reaction product. The product is: [Br:13][C:4]1[CH:5]=[C:6]([C:8]([F:10])([F:11])[F:9])[CH:7]=[C:2]([F:1])[C:3]=1[OH:12]. (3) Given the reactants [Cl:1][C:2]1[N:3]=[C:4]2[C:9]([C:10]([F:13])([F:12])[F:11])=[CH:8][CH:7]=[CH:6][N:5]2[C:14]=1[C:15]1[CH:20]=[CH:19][CH:18]=[C:17]([O:21]C)[CH:16]=1.O.CO, predict the reaction product. The product is: [Cl:1][C:2]1[N:3]=[C:4]2[C:9]([C:10]([F:13])([F:11])[F:12])=[CH:8][CH:7]=[CH:6][N:5]2[C:14]=1[C:15]1[CH:16]=[C:17]([OH:21])[CH:18]=[CH:19][CH:20]=1. (4) Given the reactants C([O:3][C:4](=[O:36])[CH2:5][CH2:6][C:7]1[CH:12]=[CH:11][C:10]([O:13][CH2:14][CH2:15][C@H:16]([O:18][C:19]2[CH:24]=[CH:23][C:22]([Cl:25])=[CH:21][C:20]=2[O:26][C:27]2[CH:32]=[CH:31][CH:30]=[CH:29][CH:28]=2)[CH3:17])=[CH:9][C:8]=1[CH2:33][CH2:34][CH3:35])C.[OH-].[Na+], predict the reaction product. The product is: [Cl:25][C:22]1[CH:23]=[CH:24][C:19]([O:18][C@H:16]([CH3:17])[CH2:15][CH2:14][O:13][C:10]2[CH:11]=[CH:12][C:7]([CH2:6][CH2:5][C:4]([OH:36])=[O:3])=[C:8]([CH2:33][CH2:34][CH3:35])[CH:9]=2)=[C:20]([O:26][C:27]2[CH:28]=[CH:29][CH:30]=[CH:31][CH:32]=2)[CH:21]=1. (5) Given the reactants [Cl:1][C:2]1[CH:3]=[CH:4][C:5]([O:18][CH2:19][CH:20]([CH3:22])[CH3:21])=[C:6]([CH2:8][N:9]2[C:13]([CH3:14])=[CH:12][C:11](C(O)=O)=[N:10]2)[CH:7]=1.C1(P([N:37]=[N+]=[N-])(C2C=CC=CC=2)=O)C=CC=CC=1.[CH3:40][C:41]([O:44][CH:45]([N:47]1[CH2:52][CH2:51][CH:50]([CH2:53][OH:54])[CH2:49][CH2:48]1)[OH:46])([CH3:43])[CH3:42].CCO[C:58](C)=[O:59], predict the reaction product. The product is: [Cl:1][C:2]1[CH:3]=[CH:4][C:5]([O:18][CH2:19][CH:20]([CH3:21])[CH3:22])=[C:6]([CH2:8][N:9]2[C:13]([CH3:14])=[CH:12][C:11]([NH:37][C:58]([O:54][CH2:53][CH:50]3[CH2:49][CH2:48][N:47]([C:45]([O:44][C:41]([CH3:40])([CH3:42])[CH3:43])=[O:46])[CH2:52][CH2:51]3)=[O:59])=[N:10]2)[CH:7]=1. (6) Given the reactants [C:1]([O:5][C:6]([N:8]([CH2:10][C:11]1[CH:16]=[CH:15][C:14]([Cl:17])=[CH:13][CH:12]=1)[NH2:9])=[O:7])([CH3:4])(C)C.[C:18]([O-:21])(O)=[O:19].[Na+].C(Cl)(OCC1[C:39]2[C:34](=[CH:35][CH:36]=[CH:37][CH:38]=2)[C:33]2[C:28]1=[CH:29][CH:30]=[CH:31][CH:32]=2)=O.O, predict the reaction product. The product is: [Cl:17][C:14]1[CH:13]=[CH:12][C:11]([CH2:10][N:8]([C:6]([O:5][CH2:1][CH:4]2[C:28]3[CH:29]=[CH:30][CH:31]=[CH:32][C:33]=3[C:34]3[C:35]2=[CH:36][CH:37]=[CH:38][CH:39]=3)=[O:7])[NH:9][C:18]([O:21][C:11]([CH3:16])([CH3:12])[CH3:10])=[O:19])=[CH:16][CH:15]=1. (7) Given the reactants COC1C=C2C(=CC=1)CC(C1C=CC(C(F)(F)F)=CC=1N)CC2.Cl.[F:25][C:26]1[CH:27]=[C:28]([CH:32]=[CH:33][C:34]=1[O:35][CH2:36][CH2:37][N:38]1[CH2:43][CH2:42][CH2:41][CH2:40][CH2:39]1)[C:29](O)=O.FC1C=[C:47](C=CC=1OCCN1CCCCC1)[CH2:48][NH:49][C:50]1[CH:55]=[C:54]([C:56]([F:59])([F:58])[F:57])[CH:53]=[CH:52][C:51]=1[CH:60]1[CH2:69][CH2:68][C:67]2[C:62](=[CH:63][CH:64]=[C:65]([O:70][CH3:71])[CH:66]=2)[CH2:61]1, predict the reaction product. The product is: [CH2:48]([N:49]([CH2:29][C:28]1[CH:32]=[CH:33][C:34]([O:35][CH2:36][CH2:37][N:38]2[CH2:43][CH2:42][CH2:41][CH2:40][CH2:39]2)=[C:26]([F:25])[CH:27]=1)[C:50]1[CH:55]=[C:54]([C:56]([F:57])([F:58])[F:59])[CH:53]=[CH:52][C:51]=1[CH:60]1[CH2:69][CH2:68][C:67]2[C:62](=[CH:63][CH:64]=[C:65]([O:70][CH3:71])[CH:66]=2)[CH2:61]1)[CH3:47].